Dataset: Full USPTO retrosynthesis dataset with 1.9M reactions from patents (1976-2016). Task: Predict the reactants needed to synthesize the given product. (1) Given the product [F:22][C:23]([F:33])([F:34])[C:24]1[CH:25]=[C:26]([CH:30]=[CH:31][CH:32]=1)[CH2:27][O:28][N:29]=[C:16]1[CH2:17][CH2:18][N:13]([S:10]([C:7]2[CH:8]=[CH:9][C:4]([N+:1]([O-:3])=[O:2])=[CH:5][CH:6]=2)(=[O:12])=[O:11])[CH2:14][CH2:15]1, predict the reactants needed to synthesize it. The reactants are: [N+:1]([C:4]1[CH:9]=[CH:8][C:7]([S:10]([N:13]2[CH2:18][CH2:17][C:16](O)(O)[CH2:15][CH2:14]2)(=[O:12])=[O:11])=[CH:6][CH:5]=1)([O-:3])=[O:2].Cl.[F:22][C:23]([F:34])([F:33])[C:24]1[CH:25]=[C:26]([CH:30]=[CH:31][CH:32]=1)[CH2:27][O:28][NH2:29].C([O-])(=O)C.[Na+]. (2) Given the product [CH3:1][C:2]1[C:11]2[C:6](=[CH:7][CH:8]=[CH:9][CH:10]=2)[CH:5]=[N:4][C:3]=1[O:12][S:22]([C:21]([F:34])([F:33])[F:20])(=[O:24])=[O:23], predict the reactants needed to synthesize it. The reactants are: [CH3:1][C:2]1[C:11]2[C:6](=[CH:7][CH:8]=[CH:9][CH:10]=2)[CH:5]=[N:4][C:3]=1[OH:12].C(N(CC)CC)C.[F:20][C:21]([F:34])([F:33])[S:22](O[S:22]([C:21]([F:34])([F:33])[F:20])(=[O:24])=[O:23])(=[O:24])=[O:23]. (3) The reactants are: [NH2:1][C@@H:2]([CH2:7][CH2:8][CH2:9][NH:10][C:11]([O:13][CH2:14][C:15]1[CH:20]=[CH:19][CH:18]=[CH:17][CH:16]=1)=[O:12])[C:3]([O:5][CH3:6])=[O:4].[C:21]1([CH:27]([C:38]2[CH:43]=[CH:42][CH:41]=[CH:40][CH:39]=2)[N:28]2[CH:33]=[CH:32][CH:31]=[C:30]([C:34](O)=[O:35])[C:29]2=[O:37])[CH:26]=[CH:25][CH:24]=[CH:23][CH:22]=1.C(N(C(C)C)CC)(C)C.CN(C(ON1N=NC2C=CC=CC1=2)=[N+](C)C)C.F[P-](F)(F)(F)(F)F. Given the product [CH2:14]([O:13][C:11]([NH:10][CH2:9][CH2:8][CH2:7][C@H:2]([NH:1][C:34]([C:30]1[C:29](=[O:37])[N:28]([CH:27]([C:21]2[CH:26]=[CH:25][CH:24]=[CH:23][CH:22]=2)[C:38]2[CH:39]=[CH:40][CH:41]=[CH:42][CH:43]=2)[CH:33]=[CH:32][CH:31]=1)=[O:35])[C:3]([O:5][CH3:6])=[O:4])=[O:12])[C:15]1[CH:20]=[CH:19][CH:18]=[CH:17][CH:16]=1, predict the reactants needed to synthesize it. (4) Given the product [F:22][C:19]1[CH:20]=[CH:21][C:16]([C@@H:15]2[CH2:14][CH2:13][N:12]([C:23]([O:25][C:26]3[CH:31]=[CH:30][CH:29]=[CH:28][CH:27]=3)=[O:24])[CH2:11][C@H:10]2[CH2:9][O:8][C:6](=[O:7])[C:5]2[CH:32]=[CH:33][CH:34]=[CH:35][C:4]=2[C:1]([O:3][CH3:38])=[O:2])=[CH:17][CH:18]=1, predict the reactants needed to synthesize it. The reactants are: [C:1]([C:4]1[CH:35]=[CH:34][CH:33]=[CH:32][C:5]=1[C:6]([O:8][CH2:9][C@H:10]1[C@H:15]([C:16]2[CH:21]=[CH:20][C:19]([F:22])=[CH:18][CH:17]=2)[CH2:14][CH2:13][N:12]([C:23]([O:25][C:26]2[CH:31]=[CH:30][CH:29]=[CH:28][CH:27]=2)=[O:24])[CH2:11]1)=[O:7])([OH:3])=[O:2].CO.[CH3:38][Si](C=[N+]=[N-])(C)C. (5) Given the product [C:19]([O-:24])(=[O:23])[C:20]([O-:22])=[O:21].[OH:4][CH2:5][CH2:6][O:7][C@@H:8]1[C@H:12]2[O:13][C:14]([CH3:16])([CH3:17])[O:15][C@H:11]2[C@H:10]([NH3+:18])[CH2:9]1.[OH:4][CH2:5][CH2:6][O:7][C@@H:8]1[C@H:12]2[O:13][C:14]([CH3:16])([CH3:17])[O:15][C@H:11]2[C@H:10]([NH3+:18])[CH2:9]1, predict the reactants needed to synthesize it. The reactants are: C(O)C.[OH:4][CH2:5][CH2:6][O:7][C@@H:8]1[C@H:12]2[O:13][C:14]([CH3:17])([CH3:16])[O:15][C@H:11]2[C@H:10]([NH2:18])[CH2:9]1.[C:19]([OH:24])(=[O:23])[C:20]([OH:22])=[O:21].C(OC(=O)C)(C)C.